This data is from Reaction yield outcomes from USPTO patents with 853,638 reactions. The task is: Predict the reaction yield, written as a fraction of the theoretical maximum amount of product (1.0 means a 100% yield; for example, 0.34 means a 34% yield). (1) The reactants are [OH:1][C:2]1[CH:28]=[CH:27][C:26]([C:29]([F:32])([F:31])[F:30])=[CH:25][C:3]=1[CH2:4][NH:5][C:6]([NH:8][C:9]1[N:13]([C:14]2[CH:19]=[CH:18][C:17]([CH3:20])=[CH:16][CH:15]=2)[N:12]=[C:11]([C:21]([CH3:24])([CH3:23])[CH3:22])[CH:10]=1)=[O:7].[Cl:33][C:34]1[N:39]=[C:38](Cl)[CH:37]=[CH:36][N:35]=1.[OH-].[Na+]. The catalyst is CC(C)=O. The product is [Cl:33][C:34]1[N:39]=[C:38]([O:1][C:2]2[CH:28]=[CH:27][C:26]([C:29]([F:32])([F:31])[F:30])=[CH:25][C:3]=2[CH2:4][NH:5][C:6]([NH:8][C:9]2[N:13]([C:14]3[CH:15]=[CH:16][C:17]([CH3:20])=[CH:18][CH:19]=3)[N:12]=[C:11]([C:21]([CH3:24])([CH3:22])[CH3:23])[CH:10]=2)=[O:7])[CH:37]=[CH:36][N:35]=1. The yield is 0.560. (2) The reactants are C(OC([N:8]1[C:12]2[CH:13]=[CH:14][CH:15]=[CH:16][C:11]=2[N:10]=[C:9]1[CH2:17][N:18]([CH2:29][C:30]1([CH2:33][CH2:34][N:35]2C(=O)C3C(=CC=CC=3)C2=O)[CH2:32][CH2:31]1)[CH:19]1[C:28]2[N:27]=[CH:26][CH:25]=[CH:24][C:23]=2[CH2:22][CH2:21][CH2:20]1)=O)(C)(C)C.O.NN. The catalyst is C(O)C. The product is [NH2:35][CH2:34][CH2:33][C:30]1([CH2:29][N:18]([CH2:17][C:9]2[NH:8][C:12]3[CH:13]=[CH:14][CH:15]=[CH:16][C:11]=3[N:10]=2)[CH:19]2[C:28]3[N:27]=[CH:26][CH:25]=[CH:24][C:23]=3[CH2:22][CH2:21][CH2:20]2)[CH2:32][CH2:31]1. The yield is 0.500. (3) The reactants are [OH-].[Na+:2].[Br:3][C:4]1[N:5]([C:14]2[C:23]3[C:18](=[CH:19][CH:20]=[CH:21][CH:22]=3)[C:17]([CH:24]3[CH2:26][CH2:25]3)=[CH:16][CH:15]=2)[C:6]([S:9][CH2:10][C:11]([OH:13])=[O:12])=[N:7][N:8]=1. The catalyst is C(O)C. The product is [Br:3][C:4]1[N:5]([C:14]2[C:23]3[C:18](=[CH:19][CH:20]=[CH:21][CH:22]=3)[C:17]([CH:24]3[CH2:26][CH2:25]3)=[CH:16][CH:15]=2)[C:6]([S:9][CH2:10][C:11]([O-:13])=[O:12])=[N:7][N:8]=1.[Na+:2]. The yield is 1.00. (4) The reactants are [CH3:1][C@H:2]1[CH2:7][O:6][CH2:5][CH2:4][N:3]1[C:8]1[C:9]2[N:25]([CH3:26])[N:24]=[CH:23][C:10]=2[N:11]=[C:12]([C:14]2[CH:19]=[CH:18][C:17]([N+:20]([O-])=O)=[CH:16][CH:15]=2)[N:13]=1.C(N(CC)CC)C.Cl[C:35](Cl)([O:37]C(=O)OC(Cl)(Cl)Cl)Cl.Cl.[O:47]1[CH2:50][CH:49]([NH2:51])[CH2:48]1. The catalyst is ClCCCl.CCOC(C)=O. The product is [CH3:26][N:25]1[C:9]2[C:8]([N:3]3[CH2:4][CH2:5][O:6][CH2:7][C@@H:2]3[CH3:1])=[N:13][C:12]([C:14]3[CH:19]=[CH:18][C:17]([NH:20][C:35]([NH:51][CH:49]4[CH2:50][O:47][CH2:48]4)=[O:37])=[CH:16][CH:15]=3)=[N:11][C:10]=2[CH:23]=[N:24]1. The yield is 0.755.